From a dataset of Forward reaction prediction with 1.9M reactions from USPTO patents (1976-2016). Predict the product of the given reaction. (1) Given the reactants BrC1C=CC(C2NC=C(C3N(C(C)C)N=C(C)N=3)N=2)=C(F)C=1.Cl.[Br:24][C:25]1[CH:33]=[CH:32][C:28]([C:29](=[NH:31])[NH2:30])=[C:27]([F:34])[CH:26]=1.Cl[CH2:36][C:37](=O)[C:38]([OH:40])=[O:39], predict the reaction product. The product is: [Br:24][C:25]1[CH:33]=[CH:32][C:28]([C:29]2[NH:30][CH:36]=[C:37]([C:38]([OH:40])=[O:39])[N:31]=2)=[C:27]([F:34])[CH:26]=1. (2) Given the reactants O[C:2]1([CH:11]=[CH:10][CH:9]=[N:8][CH2:7]1)[C:3]([O:5]C)=[O:4].[H][H].[OH-:14].[Na+:15], predict the reaction product. The product is: [OH:14][CH:10]1[CH2:9][NH:8][CH2:7][CH:2]([C:3]([O-:5])=[O:4])[CH2:11]1.[Na+:15].